Dataset: TCR-epitope binding with 47,182 pairs between 192 epitopes and 23,139 TCRs. Task: Binary Classification. Given a T-cell receptor sequence (or CDR3 region) and an epitope sequence, predict whether binding occurs between them. (1) The epitope is CTELKLSDY. Result: 0 (the TCR does not bind to the epitope). The TCR CDR3 sequence is CASSQGSGATNGQFF. (2) Result: 1 (the TCR binds to the epitope). The epitope is MLNIPSINV. The TCR CDR3 sequence is CATFSGNTGELFF. (3) The epitope is LLMPILTLT. The TCR CDR3 sequence is CASSLEVTGELFF. Result: 0 (the TCR does not bind to the epitope). (4) The TCR CDR3 sequence is CASTGGPGYGAQYF. The epitope is VVYRGTTTY. Result: 0 (the TCR does not bind to the epitope). (5) The epitope is TPRVTGGGAM. The TCR CDR3 sequence is CASSLGEGGAQSEQFF. Result: 1 (the TCR binds to the epitope). (6) The epitope is NLVPMVATV. The TCR CDR3 sequence is CASSYSEGTEAFF. Result: 1 (the TCR binds to the epitope). (7) The epitope is CTELKLSDY. The TCR CDR3 sequence is CASSSHESQGARSPLHF. Result: 0 (the TCR does not bind to the epitope). (8) The epitope is AYILFTRFFYV. The TCR CDR3 sequence is CASSSQDYEQYF. Result: 1 (the TCR binds to the epitope).